This data is from Forward reaction prediction with 1.9M reactions from USPTO patents (1976-2016). The task is: Predict the product of the given reaction. (1) Given the reactants [CH:1]([N:4]1[C:8]2[CH:9]=[CH:10][CH:11]=[CH:12][C:7]=2[NH:6][C:5]1=[O:13])([CH3:3])[CH3:2].C(N(CC)CC)C.Cl[C:22](Cl)([O:24]C(=O)OC(Cl)(Cl)Cl)Cl.[NH2:33][CH2:34][CH:35]1[CH2:40][CH2:39][N:38]([C:41]([O:43][C:44]([CH3:47])([CH3:46])[CH3:45])=[O:42])[CH2:37][CH2:36]1.C([O-])(O)=O.[Na+], predict the reaction product. The product is: [CH:1]([N:4]1[C:8]2[CH:9]=[CH:10][CH:11]=[CH:12][C:7]=2[N:6]([C:22]([NH:33][CH2:34][CH:35]2[CH2:40][CH2:39][N:38]([C:41]([O:43][C:44]([CH3:47])([CH3:46])[CH3:45])=[O:42])[CH2:37][CH2:36]2)=[O:24])[C:5]1=[O:13])([CH3:3])[CH3:2]. (2) Given the reactants [CH2:1]([O:8][C:9]1[C:10]2[CH:21]=[CH:20][CH:19]=[CH:18][C:11]=2[S:12][C:13]=1[C:14]([O:16]C)=[O:15])[C:2]1[CH:7]=[CH:6][CH:5]=[CH:4][CH:3]=1.O.[OH-].[Li+].O, predict the reaction product. The product is: [CH2:1]([O:8][C:9]1[C:10]2[CH:21]=[CH:20][CH:19]=[CH:18][C:11]=2[S:12][C:13]=1[C:14]([OH:16])=[O:15])[C:2]1[CH:3]=[CH:4][CH:5]=[CH:6][CH:7]=1. (3) Given the reactants Br[C:2]1[C:3]([CH3:9])=[N:4][C:5]([F:8])=[CH:6][CH:7]=1.CN(CCN(C)C)C.C([Li])CCC.CCCCCC.[CH3:29][S:30]SC, predict the reaction product. The product is: [F:8][C:5]1[N:4]=[C:3]([CH3:9])[C:2]([S:30][CH3:29])=[CH:7][CH:6]=1. (4) Given the reactants [NH2:1][C:2]1[CH:3]=[CH:4][C:5]([CH3:21])=[C:6]([C:8]2[CH:13]=[CH:12][C:11]([C:14]([NH:16][CH2:17][CH:18]3[CH2:20][CH2:19]3)=[O:15])=[CH:10][CH:9]=2)[CH:7]=1.[N:22]1[CH:27]=[CH:26][CH:25]=[C:24]([C:28]2[S:29][CH:30]=[C:31]([C:33](O)=[O:34])[N:32]=2)[CH:23]=1, predict the reaction product. The product is: [CH:18]1([CH2:17][NH:16][C:14]([C:11]2[CH:12]=[CH:13][C:8]([C:6]3[C:5]([CH3:21])=[CH:4][CH:3]=[C:2]([NH:1][C:33]([C:31]4[N:32]=[C:28]([C:24]5[CH:23]=[N:22][CH:27]=[CH:26][CH:25]=5)[S:29][CH:30]=4)=[O:34])[CH:7]=3)=[CH:9][CH:10]=2)=[O:15])[CH2:20][CH2:19]1. (5) Given the reactants [Br:1]N1C(=O)CCC1=O.[CH3:9][O:10][C:11]([C:13]1[CH:21]=[C:20]2[C:16]([C:17]3[CH:25]=[C:24]([CH3:26])[CH:23]=[N:22][C:18]=3[NH:19]2)=[C:15]([C:27]2[CH:32]=[CH:31][CH:30]=[C:29]([S:33]([CH2:36][CH3:37])(=[O:35])=[O:34])[CH:28]=2)[CH:14]=1)=[O:12], predict the reaction product. The product is: [CH3:9][O:10][C:11]([C:13]1[CH:21]=[C:20]2[C:16]([C:17]3[CH:25]=[C:24]([CH3:26])[CH:23]=[N:22][C:18]=3[NH:19]2)=[C:15]([C:27]2[CH:32]=[CH:31][CH:30]=[C:29]([S:33]([CH2:36][CH3:37])(=[O:35])=[O:34])[CH:28]=2)[C:14]=1[Br:1])=[O:12]. (6) Given the reactants FC(F)(F)C(O)=O.[Cl:8][C:9]1[CH:14]=[C:13]2[NH:15][C:16](=[O:38])[C:17]3([CH:21]([C:22]4[CH:27]=[CH:26][CH:25]=[C:24]([Cl:28])[C:23]=4[F:29])[CH:20]([C:30]([OH:32])=O)[NH:19][CH:18]3[CH2:33][C:34]([CH3:37])([CH3:36])[CH3:35])[C:12]2=[CH:11][CH:10]=1.C(N(C(C)C)CC)(C)C.C1(P(Cl)(C2C=CC=CC=2)=O)C=CC=CC=1.[CH3:63][O:64][C:65]1[CH:71]=[C:70]([N:72]2[CH:76]=[N:75][N:74]=[N:73]2)[CH:69]=[CH:68][C:66]=1[NH2:67], predict the reaction product. The product is: [CH3:63][O:64][C:65]1[CH:71]=[C:70]([N:72]2[CH:76]=[N:75][N:74]=[N:73]2)[CH:69]=[CH:68][C:66]=1[NH:67][C:30]([CH:20]1[NH:19][CH:18]([CH2:33][C:34]([CH3:36])([CH3:35])[CH3:37])[C:17]2([C:12]3[C:13](=[CH:14][C:9]([Cl:8])=[CH:10][CH:11]=3)[NH:15][C:16]2=[O:38])[CH:21]1[C:22]1[CH:27]=[CH:26][CH:25]=[C:24]([Cl:28])[C:23]=1[F:29])=[O:32]. (7) Given the reactants [Cl:1][C:2]1[CH:7]=[CH:6][C:5]([CH:8]([C:26]2[CH:31]=[CH:30][C:29]([Cl:32])=[CH:28][CH:27]=2)[C:9]2[CH:10]=[C:11]3[C:16](=[CH:17][CH:18]=2)[N:15]=[CH:14][N:13]=[C:12]3[NH:19][CH:20]2[CH2:25][CH2:24][NH:23][CH2:22][CH2:21]2)=[CH:4][CH:3]=1.ClCCl.Cl[S:37]([C:40]1[S:44][C:43]([C:45]([O:47][CH3:48])=[O:46])=[CH:42][CH:41]=1)(=[O:39])=[O:38], predict the reaction product. The product is: [Cl:1][C:2]1[CH:7]=[CH:6][C:5]([CH:8]([C:26]2[CH:27]=[CH:28][C:29]([Cl:32])=[CH:30][CH:31]=2)[C:9]2[CH:10]=[C:11]3[C:16](=[CH:17][CH:18]=2)[N:15]=[CH:14][N:13]=[C:12]3[NH:19][CH:20]2[CH2:21][CH2:22][N:23]([S:37]([C:40]3[S:44][C:43]([C:45]([O:47][CH3:48])=[O:46])=[CH:42][CH:41]=3)(=[O:38])=[O:39])[CH2:24][CH2:25]2)=[CH:4][CH:3]=1.